From a dataset of Catalyst prediction with 721,799 reactions and 888 catalyst types from USPTO. Predict which catalyst facilitates the given reaction. (1) Reactant: CS(O[CH:6]([C:8]1[CH:9]=[CH:10][C:11]2[O:17][CH2:16][CH2:15][N:14]3[CH:18]=[C:19]([C:21]4[N:25]([CH:26]([CH3:28])[CH3:27])[N:24]=[CH:23][N:22]=4)[N:20]=[C:13]3[C:12]=2[CH:29]=1)[CH3:7])(=O)=O.[N:30]1([CH:35]2[CH2:40][CH2:39][NH:38][CH2:37][CH2:36]2)[CH2:34][CH2:33][CH2:32][CH2:31]1. Product: [CH:26]([N:25]1[C:21]([C:19]2[N:20]=[C:13]3[C:12]4[CH:29]=[C:8]([CH:6]([N:38]5[CH2:39][CH2:40][CH:35]([N:30]6[CH2:34][CH2:33][CH2:32][CH2:31]6)[CH2:36][CH2:37]5)[CH3:7])[CH:9]=[CH:10][C:11]=4[O:17][CH2:16][CH2:15][N:14]3[CH:18]=2)=[N:22][CH:23]=[N:24]1)([CH3:27])[CH3:28]. The catalyst class is: 12. (2) Reactant: [C:1]1([CH2:7][C:8](=[O:11])[CH2:9][CH3:10])[CH:6]=[CH:5][CH:4]=[CH:3][CH:2]=1.CO[CH:14](OC)[N:15]([CH3:17])[CH3:16]. Product: [CH3:14][N:15]([CH3:17])[CH:16]=[C:7]([C:1]1[CH:6]=[CH:5][CH:4]=[CH:3][CH:2]=1)[C:8](=[O:11])[CH2:9][CH3:10]. The catalyst class is: 3. (3) Reactant: [F-].[CH2:2]([N+](CCCC)(CCCC)CCCC)CCC.C(O[C:22]1(O[Si](C)(C)C)[CH2:24][CH2:23]1)C.[C:30]([OH:38])(=[O:37])[C:31]1[CH:36]=[CH:35][CH:34]=CC=1. Product: [C:36]1(=[CH:31][C:30]([O:38][C:24]([CH3:2])([CH3:23])[CH3:22])=[O:37])[CH2:35][CH2:34]1. The catalyst class is: 165.